This data is from M1 muscarinic receptor antagonist screen with 61,756 compounds. The task is: Binary Classification. Given a drug SMILES string, predict its activity (active/inactive) in a high-throughput screening assay against a specified biological target. (1) The molecule is O1C23C(C(C1C=C3)C(=O)NC)C(=O)N(C2C(=O)NCc1ccc(OC)cc1)CC#C. The result is 0 (inactive). (2) The compound is O(c1c(Nc2n3ncnc3nc(c2)C)cc(cc1)C(O)=O)C. The result is 0 (inactive). (3) The molecule is S1(=O)(=O)C(CC(=O)Nc2c1cccc2)C. The result is 0 (inactive). (4) The molecule is S(=O)(=O)(N(CC(=O)NC1CCCCCCC1)c1ccc(OC)cc1)c1c(n(nc1C)C)C. The result is 0 (inactive). (5) The drug is Clc1cc(c(OCC(=O)N2CCN(CC2)C)cc1)C. The result is 0 (inactive). (6) The compound is Clc1cc(S(=O)(=O)NCc2sccc2)c(OC)cc1. The result is 0 (inactive).